Dataset: Full USPTO retrosynthesis dataset with 1.9M reactions from patents (1976-2016). Task: Predict the reactants needed to synthesize the given product. (1) Given the product [C:31]1([C:37]2[O:41][N:40]=[C:39]([C:16]3[O:17][C:18]4[C:28]5[C:23](=[CH:24][C:25]([CH:29]=[O:30])=[CH:26][CH:27]=5)[CH2:22][CH2:21][C:19]=4[N:20]=3)[C:38]=2[C:57]([F:60])([F:59])[F:58])[CH:32]=[CH:33][CH:34]=[CH:35][CH:36]=1, predict the reactants needed to synthesize it. The reactants are: C1(C2C(C(F)(F)F)=C([C:16]3[O:17][C:18]4[C:28]5[C:23](=[CH:24][C:25]([CH:29]=[O:30])=[CH:26][CH:27]=5)[CH2:22][CH2:21][C:19]=4[N:20]=3)ON=2)C=CC=CC=1.[C:31]1([C:37]2[O:41][N:40]=[C:39](C3OC4C5C(=CC(C=C)=CC=5)CCC=4N=3)[C:38]=2[C:57]([F:60])([F:59])[F:58])[CH:36]=[CH:35][CH:34]=[CH:33][CH:32]=1. (2) Given the product [CH2:38]([N:2]([CH2:36][CH3:37])[C:3]12[CH2:11][CH2:10][CH:7]([CH2:8][CH2:9]1)[CH2:6][N:5]1[C:12](=[O:30])[C:13]([O:21][C:22]([C:24]3[CH:25]=[CH:26][CH:27]=[CH:28][CH:29]=3)=[O:23])=[C:14]([C:16]([O:18][CH2:19][CH3:20])=[O:17])[N:15]=[C:4]21)[C:39]1[CH:44]=[CH:43][CH:42]=[CH:41][CH:40]=1, predict the reactants needed to synthesize it. The reactants are: Cl.[NH2:2][C:3]12[CH2:11][CH2:10][CH:7]([CH2:8][CH2:9]1)[CH2:6][N:5]1[C:12](=[O:30])[C:13]([O:21][C:22]([C:24]3[CH:29]=[CH:28][CH:27]=[CH:26][CH:25]=3)=[O:23])=[C:14]([C:16]([O:18][CH2:19][CH3:20])=[O:17])[N:15]=[C:4]21.C(N([CH2:36][CH3:37])CC)C.[CH:38](=O)[C:39]1[CH:44]=[CH:43][CH:42]=[CH:41][CH:40]=1.CC(O)=O.[BH3-]C#N.[Na+].C(=O)C. (3) Given the product [CH3:18][O:17][C:14]1[CH:15]=[CH:16][C:11]([C:10]2[C:3]3[C:2]([O:32][C:28]4[CH:27]=[C:26]([CH:31]=[CH:30][CH:29]=4)[NH2:25])=[N:7][CH:6]=[N:5][C:4]=3[O:8][C:9]=2[C:19]2[CH:20]=[CH:21][CH:22]=[CH:23][CH:24]=2)=[CH:12][CH:13]=1, predict the reactants needed to synthesize it. The reactants are: Cl[C:2]1[C:3]2[C:10]([C:11]3[CH:16]=[CH:15][C:14]([O:17][CH3:18])=[CH:13][CH:12]=3)=[C:9]([C:19]3[CH:24]=[CH:23][CH:22]=[CH:21][CH:20]=3)[O:8][C:4]=2[N:5]=[CH:6][N:7]=1.[NH2:25][C:26]1[CH:27]=[C:28]([OH:32])[CH:29]=[CH:30][CH:31]=1.C(=O)([O-])[O-].[K+].[K+]. (4) Given the product [Br:13][CH2:1][C:2]1[CH:9]=[CH:8][C:5]([C:6]#[N:7])=[CH:4][C:3]=1[N+:10]([O-:12])=[O:11], predict the reactants needed to synthesize it. The reactants are: [CH3:1][C:2]1[CH:9]=[CH:8][C:5]([C:6]#[N:7])=[CH:4][C:3]=1[N+:10]([O-:12])=[O:11].[Br:13]N1C(=O)CCC1=O.C(OOC(=O)C1C=CC=CC=1)(=O)C1C=CC=CC=1. (5) Given the product [CH:1](=[O:5])[CH2:2][CH2:3][CH3:4].[CH2:6]([OH:10])[CH:7]([OH:9])[CH3:8], predict the reactants needed to synthesize it. The reactants are: [CH:1](=[O:5])[CH2:2][CH2:3][CH3:4].[CH2:6]([OH:10])[CH:7]([OH:9])[CH3:8].